Dataset: Reaction yield outcomes from USPTO patents with 853,638 reactions. Task: Predict the reaction yield, written as a fraction of the theoretical maximum amount of product (1.0 means a 100% yield; for example, 0.34 means a 34% yield). (1) The catalyst is C(COC)OC.O.Cl[Pd](Cl)([P](C1C=CC=CC=1)(C1C=CC=CC=1)C1C=CC=CC=1)[P](C1C=CC=CC=1)(C1C=CC=CC=1)C1C=CC=CC=1. The product is [Cl:25][C:4]1[N:5]=[C:6]([C:12]2[CH:13]=[CH:14][CH:15]=[CH:16][C:11]=2[O:10][CH3:9])[CH:7]=[CH:2][N:3]=1. The yield is 0.730. The reactants are Cl[C:2]1[CH:7]=[C:6](Cl)[N:5]=[CH:4][N:3]=1.[CH3:9][O:10][C:11]1[CH:16]=[CH:15][CH:14]=[CH:13][C:12]=1B(O)O.C([O-])(O)=O.[Na+].[Cl:25]CCl. (2) The reactants are C([O:4][CH2:5][C@@H:6]1[C@@H:11]([O:12]C(=O)C)[C@H:10]([OH:16])[C@H:9]([OH:17])[C@@H:8]([C:18]2[CH:23]=[CH:22][C:21]([C@@H:24]3[C@@H:29]([OH:30])[C@@H:28]([OH:31])[C@H:27]([O:32]C(=O)C)[C@@H:26]([CH2:36][O:37]C(=O)C)[O:25]3)=[CH:20][CH:19]=2)[O:7]1)(=O)C.CO[Na]. The catalyst is CO. The product is [OH:37][CH2:36][C@@H:26]1[C@@H:27]([OH:32])[C@H:28]([OH:31])[C@H:29]([OH:30])[C@@H:24]([C:21]2[CH:20]=[CH:19][C:18]([C@@H:8]3[C@@H:9]([OH:17])[C@@H:10]([OH:16])[C@H:11]([OH:12])[C@@H:6]([CH2:5][OH:4])[O:7]3)=[CH:23][CH:22]=2)[O:25]1. The yield is 0.240. (3) The reactants are [NH2:1][C:2]1[CH:3]=[C:4]([CH:8]=[CH:9][C:10]=1[F:11])[C:5]([NH2:7])=[O:6].C(N(C(C)C)CC)(C)C.[C:21](Cl)(=[O:24])[CH:22]=[CH2:23]. The catalyst is ClCCl.O. The product is [C:21]([NH:1][C:2]1[CH:3]=[C:4]([CH:8]=[CH:9][C:10]=1[F:11])[C:5]([NH2:7])=[O:6])(=[O:24])[CH:22]=[CH2:23]. The yield is 0.450. (4) The reactants are [NH3:1].[Na].[Cl:3][C:4]1[CH:9]=[CH:8][C:7](Cl)=[CH:6][C:5]=1[O:11][CH3:12]. The catalyst is CCCCCC.O.O.O.O.O.O.O.O.O.[N+]([O-])([O-])=O.[Fe+3].[N+]([O-])([O-])=O.[N+]([O-])([O-])=O. The product is [Cl:3][C:4]1[CH:9]=[CH:8][C:7]([NH2:1])=[CH:6][C:5]=1[O:11][CH3:12]. The yield is 0.990. (5) The reactants are [CH2:1]([O:5][C:6]1[N:14]=[C:13]2[C:9]([N:10]=[C:11](Br)[N:12]2[C:15]2[CH:16]=[N:17][C:18]([O:21][CH2:22][CH2:23][CH2:24][CH2:25][OH:26])=[CH:19][CH:20]=2)=[C:8]([NH2:28])[N:7]=1)[CH2:2][CH2:3][CH3:4].[OH-:29].[Na+].Cl.[CH3:32]O. No catalyst specified. The product is [CH2:1]([O:5][C:6]1[N:14]=[C:13]2[C:9]([N:10]=[C:11]([O:29][CH3:32])[N:12]2[C:15]2[CH:16]=[N:17][C:18]([O:21][CH2:22][CH2:23][CH2:24][CH2:25][OH:26])=[CH:19][CH:20]=2)=[C:8]([NH2:28])[N:7]=1)[CH2:2][CH2:3][CH3:4]. The yield is 0.990. (6) The reactants are [Br:1][C:2]1[CH:3]=[C:4]2[C:12](=[CH:13][CH:14]=1)[NH:11][C:10]1[CH2:9][CH2:8][CH:7]([NH:15][C:16](=[O:20])[CH:17]([CH3:19])[CH3:18])[CH2:6][C:5]2=1.[H-].[Na+].F[C:24]1[CH:25]=[C:26]([CH:29]=[CH:30][CH:31]=1)[CH2:27]Br. The catalyst is CN(C=O)C.O. The product is [CH2:27]([N:11]1[C:10]2[CH2:9][CH2:8][CH:7]([NH:15][C:16](=[O:20])[CH:17]([CH3:18])[CH3:19])[CH2:6][C:5]=2[C:4]2[C:12]1=[CH:13][CH:14]=[C:2]([Br:1])[CH:3]=2)[C:26]1[CH:29]=[CH:30][CH:31]=[CH:24][CH:25]=1. The yield is 0.710.